Task: Predict the reactants needed to synthesize the given product.. Dataset: Full USPTO retrosynthesis dataset with 1.9M reactions from patents (1976-2016) (1) Given the product [CH2:1]([CH:8]([CH:14]([O:16][C:23](=[O:30])[C:24]1[CH:29]=[CH:28][CH:27]=[CH:26][CH:25]=1)[CH3:15])[C:9]([O:11][CH2:12][CH3:13])=[O:10])[C:2]1[CH:7]=[CH:6][CH:5]=[CH:4][CH:3]=1, predict the reactants needed to synthesize it. The reactants are: [CH2:1]([CH:8]([CH:14]([OH:16])[CH3:15])[C:9]([O:11][CH2:12][CH3:13])=[O:10])[C:2]1[CH:7]=[CH:6][CH:5]=[CH:4][CH:3]=1.N1C=CC=CC=1.[C:23](Cl)(=[O:30])[C:24]1[CH:29]=[CH:28][CH:27]=[CH:26][CH:25]=1. (2) Given the product [Cl:1][C:2]1[CH:3]=[C:4]([C:25]([NH:45][C:41]([CH3:42])([CH3:40])[C:43]#[CH:44])=[O:26])[CH:5]=[N:6][C:7]=1[N:8]1[CH2:13][CH2:12][CH:11]([N:14]2[C:19]3[CH:20]=[CH:21][CH:22]=[CH:23][C:18]=3[CH2:17][O:16][C:15]2=[O:24])[CH2:10][CH2:9]1, predict the reactants needed to synthesize it. The reactants are: [Cl:1][C:2]1[CH:3]=[C:4]([C:25](O)=[O:26])[CH:5]=[N:6][C:7]=1[N:8]1[CH2:13][CH2:12][CH:11]([N:14]2[C:19]3[CH:20]=[CH:21][CH:22]=[CH:23][C:18]=3[CH2:17][O:16][C:15]2=[O:24])[CH2:10][CH2:9]1.C(N1C=CN=C1)(N1C=CN=C1)=O.[CH3:40][C:41]([NH2:45])([C:43]#[CH:44])[CH3:42]. (3) Given the product [CH3:1][O:2][C:3](=[O:23])[CH2:4][C:5]1[C:14]([CH3:15])=[C:13]([CH:16]2[CH2:17][CH2:18][N:19]([S:31]([C:26]3[CH:27]=[CH:28][CH:29]=[CH:30][C:25]=3[Cl:24])(=[O:33])=[O:32])[CH2:20][CH2:21]2)[C:12]2[C:7](=[CH:8][CH:9]=[C:10]([F:22])[CH:11]=2)[CH:6]=1, predict the reactants needed to synthesize it. The reactants are: [CH3:1][O:2][C:3](=[O:23])[CH2:4][C:5]1[C:14]([CH3:15])=[C:13]([CH:16]2[CH2:21][CH2:20][NH:19][CH2:18][CH2:17]2)[C:12]2[C:7](=[CH:8][CH:9]=[C:10]([F:22])[CH:11]=2)[CH:6]=1.[Cl:24][C:25]1[CH:30]=[CH:29][CH:28]=[CH:27][C:26]=1[S:31](Cl)(=[O:33])=[O:32].C(N(CC)C(C)C)(C)C.